Dataset: Full USPTO retrosynthesis dataset with 1.9M reactions from patents (1976-2016). Task: Predict the reactants needed to synthesize the given product. (1) Given the product [O:58]=[C:59]1[NH:60][CH2:61][CH2:62][N:63]([C:22]([C:21]2[CH:20]=[CH:19][C:18]([C:15]3[CH:16]=[CH:17][C:12]4[N:13]([C:9]([C:6]5[CH:7]=[CH:8][C:3]([C:1]#[N:2])=[CH:4][CH:5]=5)=[CH:10][N:11]=4)[N:14]=3)=[CH:26][CH:25]=2)=[O:23])[CH2:64]1, predict the reactants needed to synthesize it. The reactants are: [C:1]([C:3]1[CH:8]=[CH:7][C:6]([C:9]2[N:13]3[N:14]=[C:15]([C:18]4[CH:26]=[CH:25][C:21]([C:22](O)=[O:23])=[CH:20][CH:19]=4)[CH:16]=[CH:17][C:12]3=[N:11][CH:10]=2)=[CH:5][CH:4]=1)#[N:2].CN(C(ON1N=NC2C=CC=NC1=2)=[N+](C)C)C.F[P-](F)(F)(F)(F)F.CN1CCOCC1.[O:58]=[C:59]1[CH2:64][NH:63][CH2:62][CH2:61][NH:60]1. (2) The reactants are: [C:1]([O:5][C:6]([N:8]1[CH2:13][CH2:12][N:11]([CH2:14][C:15]2[CH:20]=[C:19]([O:21]S(C)(=O)=O)[CH:18]=[CH:17][C:16]=2[F:26])[C:10](=[O:27])[CH2:9]1)=[O:7])([CH3:4])([CH3:3])[CH3:2].CC(C)([O-])C.[K+]. Given the product [C:1]([O:5][C:6]([N:8]1[CH2:13][CH2:12][N:11]([CH2:14][C:15]2[CH:20]=[C:19]([OH:21])[CH:18]=[CH:17][C:16]=2[F:26])[C:10](=[O:27])[CH2:9]1)=[O:7])([CH3:4])([CH3:2])[CH3:3], predict the reactants needed to synthesize it. (3) Given the product [F:1][C:2]1[CH:3]=[C:4]([CH:26]([NH:35][S@@:33]([C:30]([CH3:32])([CH3:31])[CH3:29])=[O:34])[CH3:27])[CH:5]=[CH:6][C:7]=1[C:8]1[S:9][C:10]2[C:15]([N:16]=1)=[CH:14][CH:13]=[C:12]([C:17]1([C:20]3[CH:25]=[CH:24][CH:23]=[CH:22][CH:21]=3)[CH2:19][CH2:18]1)[N:11]=2, predict the reactants needed to synthesize it. The reactants are: [F:1][C:2]1[CH:3]=[C:4]([C:26](=O)[CH3:27])[CH:5]=[CH:6][C:7]=1[C:8]1[S:9][C:10]2[C:15]([N:16]=1)=[CH:14][CH:13]=[C:12]([C:17]1([C:20]3[CH:25]=[CH:24][CH:23]=[CH:22][CH:21]=3)[CH2:19][CH2:18]1)[N:11]=2.[CH3:29][C:30]([S@:33]([NH2:35])=[O:34])([CH3:32])[CH3:31].[BH4-].[Na+].CO.